From a dataset of Full USPTO retrosynthesis dataset with 1.9M reactions from patents (1976-2016). Predict the reactants needed to synthesize the given product. (1) Given the product [F:33][C:27]1[CH:28]=[C:29]([F:32])[CH:30]=[CH:31][C:26]=1[N:23]1[C:24]2[C:19](=[CH:18][C:17]([F:38])=[C:16]([N:67]3[CH2:68][CH:64]4[CH:65]([C:61]([C:58]5[CH:59]=[N:60][C:55]([C:54]([F:69])([F:53])[F:70])=[CH:56][CH:57]=5)=[N:62][O:63]4)[CH2:66]3)[N:25]=2)[C:20](=[O:37])[C:21]([C:34]([OH:36])=[O:35])=[CH:22]1, predict the reactants needed to synthesize it. The reactants are: ClC1C=CC(C2C3CN([C:16]4[N:25]=[C:24]5[C:19]([C:20](=[O:37])[C:21]([C:34]([OH:36])=[O:35])=[CH:22][N:23]5[C:26]5[CH:31]=[CH:30][C:29]([F:32])=[CH:28][C:27]=5[F:33])=[CH:18][C:17]=4[F:38])CC3ON=2)=CC=1.C(O)(C(F)(F)F)=O.FC(F)(F)C(O)=O.[F:53][C:54]([F:70])([F:69])[C:55]1[N:60]=[CH:59][C:58]([C:61]2[C@@H:65]3[CH2:66][NH:67][CH2:68][C@@H:64]3[O:63][N:62]=2)=[CH:57][CH:56]=1. (2) The reactants are: [Cl:1][C:2]1[CH:7]=[CH:6][CH:5]=[C:4]([Cl:8])[C:3]=1[NH:9][C:10]([NH2:12])=[S:11].Br[CH2:14][C:15]([C:17]1[CH:26]=[CH:25][C:24]2[NH:23][C:22](=[O:27])[C:21]3[NH:28][CH:29]=[CH:30][C:20]=3[C:19]=2[CH:18]=1)=O.[CH2:31]([C:33]([O-:35])=[O:34])[CH3:32]. Given the product [Cl:1][C:2]1[CH:7]=[CH:6][CH:5]=[C:4]([Cl:8])[C:3]=1[NH:9][C:10]1[S:11][CH:14]=[C:15]([C:17]2[CH:26]=[CH:25][C:24]3[NH:23][C:22](=[O:27])[C:21]4[NH:28][CH:29]=[CH:30][C:20]=4[C:19]=3[CH:18]=2)[N:12]=1.[CH2:31]([C:33]([O-:35])=[O:34])[CH3:32], predict the reactants needed to synthesize it.